Dataset: Forward reaction prediction with 1.9M reactions from USPTO patents (1976-2016). Task: Predict the product of the given reaction. (1) Given the reactants S([O-])([O-])=O.[Na+].[Na+].[F:7][C:8]1[CH:9]=[C:10]([S:15](Cl)(=[O:17])=[O:16])[CH:11]=[CH:12][C:13]=1[F:14].S(Cl)(Cl)(=O)=O.[OH-].[Na+].Cl, predict the reaction product. The product is: [F:7][C:8]1[CH:9]=[C:10]([S:15]([OH:17])=[O:16])[CH:11]=[CH:12][C:13]=1[F:14]. (2) Given the reactants [CH3:1][O:2][C:3]1[CH:4]=[C:5]2[C:10](=[CH:11][CH:12]=1)[C:9](=O)[CH2:8][CH2:7][CH2:6]2.C([O-])(=O)C.[Na+].Cl.[NH2:20][OH:21], predict the reaction product. The product is: [CH3:1][O:2][C:3]1[CH:4]=[C:5]2[C:10](=[CH:11][CH:12]=1)[C:9](=[N:20][OH:21])[CH2:8][CH2:7][CH2:6]2. (3) Given the reactants C(C1C(CC2SC=CC=2)=CC2C(C)(C)CCC(C)(C)C=2C=1)=O.[S:23]1[CH:27]=[CH:26][CH:25]=[C:24]1[CH2:28][C:29]1[C:30](/[CH:43]=[CH:44]/[C:45]2[CH:55]=[CH:54][C:48]([C:49]([O:51]CC)=[O:50])=[CH:47][CH:46]=2)=[CH:31][C:32]2[C:33]([CH3:42])([CH3:41])[CH2:34][CH2:35][C:36]([CH3:40])([CH3:39])[C:37]=2[CH:38]=1, predict the reaction product. The product is: [CH3:39][C:36]1([CH3:40])[CH2:35][CH2:34][C:33]([CH3:41])([CH3:42])[C:32]2[CH:31]=[C:30](/[CH:43]=[CH:44]/[C:45]3[CH:46]=[CH:47][C:48]([C:49]([OH:51])=[O:50])=[CH:54][CH:55]=3)[C:29]([CH2:28][C:24]3[S:23][CH:27]=[CH:26][CH:25]=3)=[CH:38][C:37]1=2. (4) Given the reactants Cl.[Cl:2][CH2:3][C:4]1[CH:13]=[CH:12][C:11]2[C:6](=[CH:7][CH:8]=[CH:9][CH:10]=2)[N:5]=1.[CH3:14][C:15]1[N:20]=[C:19]([SH:21])[N:18]=[C:17]([OH:22])[CH:16]=1.C([O-])([O-])=O.[K+].[K+].O, predict the reaction product. The product is: [ClH:2].[CH3:14][C:15]1[N:20]=[C:19]([S:21][CH2:3][C:4]2[CH:13]=[CH:12][C:11]3[C:6](=[CH:7][CH:8]=[CH:9][CH:10]=3)[N:5]=2)[N:18]=[C:17]([OH:22])[CH:16]=1. (5) Given the reactants [Cl:1][C:2]1[CH:3]=[C:4]([CH:20]=[CH:21][C:22]=1[Cl:23])[CH2:5][C:6]1[C:11](=[O:12])[NH:10][C:9]([CH2:13][C:14]#[N:15])=[N:8][C:7]=1[C:16]([F:19])([F:18])[F:17].C[O-].[Na+].[C:27]([NH:30][NH2:31])(=O)[CH3:28].[H-].[Na+], predict the reaction product. The product is: [Cl:1][C:2]1[CH:3]=[C:4]([CH:20]=[CH:21][C:22]=1[Cl:23])[CH2:5][C:6]1[C:11](=[O:12])[NH:10][C:9]([CH2:13][C:14]2[NH:31][N:30]=[C:27]([CH3:28])[N:15]=2)=[N:8][C:7]=1[C:16]([F:17])([F:19])[F:18]. (6) Given the reactants [Br:1][C:2]1[CH:9]=[CH:8][C:5]([CH:6]=O)=[CH:4][CH:3]=1.[CH3:10][C:11]([S@@:14]([NH2:16])=[O:15])([CH3:13])[CH3:12].CC1C=CC(S([O-])(=O)=O)=CC=1.C1C=C[NH+]=CC=1, predict the reaction product. The product is: [Br:1][C:2]1[CH:9]=[CH:8][C:5](/[CH:6]=[N:16]/[S@:14]([C:11]([CH3:13])([CH3:12])[CH3:10])=[O:15])=[CH:4][CH:3]=1. (7) Given the reactants [N+:1]([CH:4]=[CH:5][C:6]1[CH:22]=[CH:21][C:9]([O:10][C:11]2[CH:16]=[CH:15][C:14]([C:17]([F:20])([F:19])[F:18])=[CH:13][N:12]=2)=[CH:8][CH:7]=1)([O-])=O, predict the reaction product. The product is: [F:19][C:17]([F:18])([F:20])[C:14]1[CH:15]=[CH:16][C:11]([O:10][C:9]2[CH:21]=[CH:22][C:6]([CH2:5][CH2:4][NH2:1])=[CH:7][CH:8]=2)=[N:12][CH:13]=1. (8) The product is: [Si:17]([O:11][CH2:10][CH:9]([OH:12])[CH2:8][O:1][C:2]1[CH:7]=[CH:6][CH:5]=[CH:4][CH:3]=1)([C:14]([CH3:16])([CH3:15])[CH3:13])([CH3:19])[CH3:18]. Given the reactants [O:1]([CH2:8][CH:9]([OH:12])[CH2:10][OH:11])[C:2]1[CH:7]=[CH:6][CH:5]=[CH:4][CH:3]=1.[CH3:13][C:14]([Si:17](Cl)([CH3:19])[CH3:18])([CH3:16])[CH3:15], predict the reaction product. (9) Given the reactants [OH:1][C:2]1[CH:3]=[C:4]([C:9]2[CH:14]=[CH:13][CH:12]=[C:11]([OH:15])[CH:10]=2)[CH:5]=[C:6]([OH:8])[CH:7]=1.[C:16](=[O:18])=[O:17].O[CH2:20]C(CO)O, predict the reaction product. The product is: [CH3:20][O:17][C:16]([C:7]1[C:2]([OH:1])=[CH:3][C:4]([C:9]2[CH:14]=[CH:13][CH:12]=[C:11]([OH:15])[CH:10]=2)=[CH:5][C:6]=1[OH:8])=[O:18]. (10) The product is: [ClH:1].[NH2:25][C:22]([C:19]1[CH:18]=[CH:17][C:16]([C:5]2[C:6]3[C:7]4[CH:15]=[CH:14][S:13][C:8]=4[C:9](=[O:12])[NH:10][C:11]=3[C:2]([Cl:1])=[CH:3][C:4]=2[OH:33])=[CH:21][CH:20]=1)([CH3:24])[CH3:23]. Given the reactants [Cl:1][C:2]1[C:11]2[NH:10][C:9](=[O:12])[C:8]3[S:13][CH:14]=[CH:15][C:7]=3[C:6]=2[C:5]([C:16]2[CH:21]=[CH:20][C:19]([C:22]([NH:25]C(=O)OC(C)(C)C)([CH3:24])[CH3:23])=[CH:18][CH:17]=2)=[C:4]([O:33]C)[CH:3]=1.BrB(Br)Br, predict the reaction product.